The task is: Regression. Given a peptide amino acid sequence and an MHC pseudo amino acid sequence, predict their binding affinity value. This is MHC class I binding data.. This data is from Peptide-MHC class I binding affinity with 185,985 pairs from IEDB/IMGT. The peptide sequence is QLLAEEKTI. The MHC is HLA-A02:01 with pseudo-sequence HLA-A02:01. The binding affinity (normalized) is 0.225.